This data is from Catalyst prediction with 721,799 reactions and 888 catalyst types from USPTO. The task is: Predict which catalyst facilitates the given reaction. (1) Reactant: [Cl:1][C:2]1[CH:11]=[C:10]2[C:5]([CH:6]=[C:7]([C:15]3[CH:20]=[C:19]([O:21][CH3:22])[CH:18]=[C:17]([O:23][CH3:24])[C:16]=3[F:25])[C:8](=[O:14])[N:9]2[CH2:12][CH3:13])=[CH:4][N:3]=1.S(Cl)([Cl:29])(=O)=O. Product: [Cl:1][C:2]1[CH:11]=[C:10]2[C:5]([CH:6]=[C:7]([C:15]3[C:16]([F:25])=[C:17]([O:23][CH3:24])[CH:18]=[C:19]([O:21][CH3:22])[C:20]=3[Cl:29])[C:8](=[O:14])[N:9]2[CH2:12][CH3:13])=[CH:4][N:3]=1. The catalyst class is: 10. (2) Reactant: Cl[C:2]1[CH:15]=[CH:14][C:5]([C:6]([C:8]2[CH:13]=[CH:12][CH:11]=[CH:10][CH:9]=2)=[O:7])=[CH:4][C:3]=1[N+:16]([O-:18])=[O:17].[C:19]([N:26]1[CH2:31][CH2:30][NH:29][CH2:28][CH2:27]1)([O:21][C:22]([CH3:25])([CH3:24])[CH3:23])=[O:20]. Product: [C:6]([C:5]1[CH:14]=[CH:15][C:2]([N:29]2[CH2:28][CH2:27][N:26]([C:19]([O:21][C:22]([CH3:25])([CH3:24])[CH3:23])=[O:20])[CH2:31][CH2:30]2)=[C:3]([N+:16]([O-:18])=[O:17])[CH:4]=1)(=[O:7])[C:8]1[CH:13]=[CH:12][CH:11]=[CH:10][CH:9]=1. The catalyst class is: 37. (3) Reactant: [N+:1]([C:4]1[CH:9]=[CH:8][CH:7]=[C:6]([N+:10]([O-])=O)[C:5]=1[NH:13][CH2:14][CH2:15][OH:16])([O-])=O. Product: [NH2:1][C:4]1[CH:9]=[CH:8][CH:7]=[C:6]([NH2:10])[C:5]=1[NH:13][CH2:14][CH2:15][OH:16]. The catalyst class is: 304. (4) Reactant: [Cl:1][CH2:2][CH2:3][C:4]1[CH:5]=[C:6]([C:14](=O)[C:15]([C:17]2[CH:22]=[CH:21][CH:20]=[CH:19]C=2)=O)[CH:7]=[CH:8][C:9]=1[O:10][CH:11]([F:13])[F:12].Cl.[CH3:25][NH:26][C:27]([NH2:29])=[NH:28].[C:30]([O-:33])([O-])=O.[Na+].[Na+]. Product: [NH2:29][C:27]1[N:26]([CH3:25])[C:30](=[O:33])[C:14]([C:6]2[CH:7]=[CH:8][C:9]([O:10][CH:11]([F:12])[F:13])=[C:4]([CH2:3][CH2:2][Cl:1])[CH:5]=2)([C:15]2[CH:17]=[CH:22][CH:21]=[CH:20][CH:19]=2)[N:28]=1. The catalyst class is: 41. (5) Reactant: [C:1]([C:3]1[CH:4]=[N:5][CH:6]=[CH:7][CH:8]=1)#[CH:2].ClC1C=CC=C(C(OO)=[O:17])C=1.C([O-])([O-])=O.[Na+].[Na+]. Product: [C:1]([C:3]1[CH:4]=[N+:5]([O-:17])[CH:6]=[CH:7][CH:8]=1)#[CH:2]. The catalyst class is: 2.